Task: Predict the reactants needed to synthesize the given product.. Dataset: Full USPTO retrosynthesis dataset with 1.9M reactions from patents (1976-2016) (1) Given the product [Cl:32][C:26]1[CH:25]=[C:24]([CH:29]=[CH:28][C:27]=1[O:30][CH3:31])[CH2:23][NH:22][C:2]1[C:7]([C:8]([OH:10])=[O:9])=[C:6]([Cl:11])[N:5]=[C:4]([S:12][CH3:13])[N:3]=1, predict the reactants needed to synthesize it. The reactants are: Cl[C:2]1[C:7]([C:8]([OH:10])=[O:9])=[C:6]([Cl:11])[N:5]=[C:4]([S:12][CH3:13])[N:3]=1.CSC1N=C([NH:22][CH2:23][C:24]2[CH:29]=[CH:28][C:27]([O:30][CH3:31])=[C:26]([Cl:32])[CH:25]=2)C(C(OCC)=O)=CN=1.C(N(CC)CC)C.ClC1C=C(C=CC=1OC)CN. (2) Given the product [C:1]([O:5][C:6](=[O:7])[NH:8][CH:9]([C:29](=[O:33])[N:30]([CH3:32])[CH3:31])[CH2:10][C:11]1[CH:28]=[CH:27][C:14]([O:15][C:16]2[CH:21]=[CH:20][C:19]([CH2:22][CH2:23][C:24](=[O:25])[NH:72][O:71][CH2:64][C:65]3[CH:70]=[CH:69][CH:68]=[CH:67][CH:66]=3)=[CH:18][CH:17]=2)=[CH:13][CH:12]=1)([CH3:2])([CH3:3])[CH3:4], predict the reactants needed to synthesize it. The reactants are: [C:1]([O:5][C:6]([NH:8][CH:9]([C:29](=[O:33])[N:30]([CH3:32])[CH3:31])[CH2:10][C:11]1[CH:28]=[CH:27][C:14]([O:15][C:16]2[CH:21]=[CH:20][C:19]([CH2:22][CH2:23][C:24](O)=[O:25])=[CH:18][CH:17]=2)=[CH:13][CH:12]=1)=[O:7])([CH3:4])([CH3:3])[CH3:2].ON1C2C=CC=CC=2N=N1.Cl.CN(C)CCCN=C=NCC.C(N(CC)CC)C.Cl.[CH2:64]([O:71][NH2:72])[C:65]1[CH:70]=[CH:69][CH:68]=[CH:67][CH:66]=1.